From a dataset of Full USPTO retrosynthesis dataset with 1.9M reactions from patents (1976-2016). Predict the reactants needed to synthesize the given product. (1) Given the product [NH2:27][C:23]1[CH:22]=[C:21]([NH:20][C:3]2[C:2]([F:1])=[CH:7][N:6]=[C:5]([NH:8][C:9]3[CH:14]=[CH:13][C:12]([O:15][CH2:16][CH2:17][O:18][CH3:19])=[CH:11][CH:10]=3)[N:4]=2)[CH:26]=[CH:25][CH:24]=1, predict the reactants needed to synthesize it. The reactants are: [F:1][C:2]1[C:3]([NH:20][C:21]2[CH:22]=[C:23]([NH:27]C(=O)OC(C)(C)C)[CH:24]=[CH:25][CH:26]=2)=[N:4][C:5]([NH:8][C:9]2[CH:14]=[CH:13][C:12]([O:15][CH2:16][CH2:17][O:18][CH3:19])=[CH:11][CH:10]=2)=[N:6][CH:7]=1.C(O)(C(F)(F)F)=O.CCCCCCC.CCOC(C)=O. (2) Given the product [NH2:20][C@@H:9]([CH2:10][C:11]1[C:16]([CH3:17])=[CH:15][C:14]([OH:18])=[CH:13][C:12]=1[CH3:19])[C:8]([N:7]([C@@H:5]([CH3:6])[CH:4]([O:50][CH2:51][CH3:52])[O:3][CH2:1][CH3:2])[CH2:39][C:40]1[CH:41]=[CH:42][CH:43]=[C:44]2[C:49]=1[N:48]=[CH:47][CH:46]=[CH:45]2)=[O:38], predict the reactants needed to synthesize it. The reactants are: [CH2:1]([O:3][CH:4]([O:50][CH2:51][CH3:52])[C@@H:5]([N:7]([CH2:39][C:40]1[CH:41]=[CH:42][CH:43]=[C:44]2[C:49]=1[N:48]=[CH:47][CH:46]=[CH:45]2)[C:8](=[O:38])[C@@H:9]([NH:20]C(=O)OCC1C2C=CC=CC=2C2C1=CC=CC=2)[CH2:10][C:11]1[C:16]([CH3:17])=[CH:15][C:14]([OH:18])=[CH:13][C:12]=1[CH3:19])[CH3:6])[CH3:2].N1CCCCC1.